This data is from Forward reaction prediction with 1.9M reactions from USPTO patents (1976-2016). The task is: Predict the product of the given reaction. (1) Given the reactants [Cl:1][C:2]1[C:10]([C:11]#[N:12])=[CH:9][CH:8]=[C:7]2[C:3]=1[CH:4]=[C:5]([CH:13]([F:15])[F:14])[NH:6]2.Cl.Cl[CH2:18][C:19]1[CH:24]=[CH:23][CH:22]=[CH:21][N:20]=1, predict the reaction product. The product is: [Cl:1][C:2]1[C:10]([C:11]#[N:12])=[CH:9][CH:8]=[C:7]2[C:3]=1[CH:4]=[C:5]([CH:13]([F:14])[F:15])[N:6]2[CH2:18][C:19]1[CH:24]=[CH:23][CH:22]=[CH:21][N:20]=1. (2) Given the reactants Br[C:2]1[CH:3]=[CH:4][C:5]([Cl:29])=[C:6]([CH:28]=1)[O:7][CH:8]1[CH2:13][CH2:12][N:11]([C:14]2[CH:18]=[C:17]([C:19]3[N:20]=[N:21][N:22]([CH2:24][C:25]([OH:27])=[O:26])[N:23]=3)[O:16][N:15]=2)[CH2:10][CH2:9]1.[F:30][C:31]([F:43])([F:42])[O:32][C:33]1[CH:38]=[CH:37][C:36](B(O)O)=[CH:35][CH:34]=1.C([O-])([O-])=O.[Na+].[Na+], predict the reaction product. The product is: [Cl:29][C:5]1[CH:4]=[CH:3][C:2]([C:36]2[CH:35]=[CH:34][C:33]([O:32][C:31]([F:30])([F:42])[F:43])=[CH:38][CH:37]=2)=[CH:28][C:6]=1[O:7][CH:8]1[CH2:13][CH2:12][N:11]([C:14]2[CH:18]=[C:17]([C:19]3[N:20]=[N:21][N:22]([CH2:24][C:25]([OH:27])=[O:26])[N:23]=3)[O:16][N:15]=2)[CH2:10][CH2:9]1. (3) Given the reactants Br[C:2]1[CH:7]=[CH:6][C:5]([C:8]2[N:9]=[CH:10][C:11]([NH2:14])=[N:12][CH:13]=2)=[CH:4][CH:3]=1.[CH3:15][S:16]([C:19]1[CH:24]=[CH:23][CH:22]=[CH:21][C:20]=1B(O)O)(=[O:18])=[O:17].C([O-])([O-])=O.[K+].[K+].C(Cl)Cl, predict the reaction product. The product is: [CH3:15][S:16]([C:19]1[CH:24]=[CH:23][CH:22]=[CH:21][C:20]=1[C:2]1[CH:7]=[CH:6][C:5]([C:8]2[N:9]=[CH:10][C:11]([NH2:14])=[N:12][CH:13]=2)=[CH:4][CH:3]=1)(=[O:18])=[O:17].